This data is from Full USPTO retrosynthesis dataset with 1.9M reactions from patents (1976-2016). The task is: Predict the reactants needed to synthesize the given product. (1) Given the product [Br:16][C:9]1[CH:8]=[C:7]([CH3:13])[C:6]2[C:11](=[C:2]([Br:1])[CH:3]=[CH:4][CH:5]=2)[N:10]=1, predict the reactants needed to synthesize it. The reactants are: [Br:1][C:2]1[CH:3]=[CH:4][CH:5]=[C:6]2[C:11]=1[NH:10][C:9](=O)[CH:8]=[C:7]2[CH3:13].P(Br)(Br)([Br:16])=O. (2) Given the product [C:23]([C:20]([C:17]([O:27][CH:28]([C:30]([O-:32])=[O:31])[F:29])([F:18])[F:19])([F:22])[F:21])([F:26])([F:25])[F:24].[NH4+:34], predict the reactants needed to synthesize it. The reactants are: C(F)(OC(F)(F)C(F)(F)C(F)(F)F)=C(F)F.[C:17]([O:27][CH:28]([C:30]([O:32]C)=[O:31])[F:29])([C:20]([C:23]([F:26])([F:25])[F:24])([F:22])[F:21])([F:19])[F:18].[NH3:34].